Dataset: Catalyst prediction with 721,799 reactions and 888 catalyst types from USPTO. Task: Predict which catalyst facilitates the given reaction. (1) Reactant: [N+:1]([C:4]1[CH:9]=[CH:8][CH:7]=[CH:6][C:5]=1[O:10][CH3:11])([O-:3])=[O:2].ClC1C=CC(O[CH2:20][C:21]#[N:22])=CC=1.CC(C)([O-])C.[K+]. Product: [CH3:11][O:10][C:5]1[CH:6]=[C:7]([CH2:20][C:21]#[N:22])[CH:8]=[CH:9][C:4]=1[N+:1]([O-:3])=[O:2]. The catalyst class is: 9. (2) Reactant: N(C(OCC)=O)=NC(OCC)=O.Cl[C:14]1[C:23]2[C:18](=[CH:19][C:20](OC)=[C:21](O)[CH:22]=2)[N:17]=[CH:16][N:15]=1.C1(P(C2C=CC=CC=2)C2C=CC=CC=2)C=CC=CC=1.C(OC(N1CCC[C@@H](O)C1)=O)(C)(C)C. Product: [N:17]1[C:18]2[C:23](=[CH:22][CH:21]=[CH:20][CH:19]=2)[CH:14]=[N:15][CH:16]=1. The catalyst class is: 4. (3) Reactant: [Cl:1][C:2]1[CH:9]=[CH:8][C:5]([CH:6]=O)=[CH:4][CH:3]=1.Cl.[NH2:11][OH:12]. Product: [Cl:1][C:2]1[CH:9]=[CH:8][C:5]([CH:6]=[N:11][OH:12])=[CH:4][CH:3]=1. The catalyst class is: 22. (4) Reactant: [CH2:1]([C@H:8]1[NH:23][C:22](=[O:24])[CH2:21][C@@H:20](/[CH:25]=[CH:26]/[CH2:27][CH2:28][S:29]C(C2C=CC=CC=2)(C2C=CC=CC=2)C2C=CC=CC=2)[O:19][C:18](=[O:49])[CH2:17][NH:16][C:15](=[O:50])[C@@H:14]([CH:51]([CH3:53])[CH3:52])[NH:13][C:12](=[O:54])[C@@H:11]([CH2:55][S:56]C(C2C=CC=CC=2)(C2C=CC=CC=2)C2C=CC=CC=2)[NH:10][C:9]1=[O:76])[C:2]1[CH:7]=[CH:6][CH:5]=[CH:4][CH:3]=1. Product: [CH2:1]([C@@H:8]1[C:9](=[O:76])[NH:10][C@@H:11]2[CH2:55][S:56][S:29][CH2:28][CH2:27][CH:26]=[CH:25][C@@H:20]([O:19][C:18](=[O:49])[CH2:17][NH:16][C:15](=[O:50])[C@@H:14]([CH:51]([CH3:53])[CH3:52])[NH:13][C:12]2=[O:54])[CH2:21][C:22](=[O:24])[NH:23]1)[C:2]1[CH:7]=[CH:6][CH:5]=[CH:4][CH:3]=1. The catalyst class is: 61. (5) Reactant: [Si]([O:8][CH2:9][CH2:10][CH2:11][CH2:12][CH2:13][CH2:14][N:15]([CH:24]1[CH2:29][CH2:28][CH2:27][CH2:26][CH2:25]1)[C:16](=[O:23])[C:17]1[CH:22]=[CH:21][CH:20]=[CH:19][CH:18]=1)(C(C)(C)C)(C)C.CCCC[N+](CCCC)(CCCC)CCCC.[F-]. Product: [CH:24]1([N:15]([CH2:14][CH2:13][CH2:12][CH2:11][CH2:10][CH2:9][OH:8])[C:16](=[O:23])[C:17]2[CH:22]=[CH:21][CH:20]=[CH:19][CH:18]=2)[CH2:25][CH2:26][CH2:27][CH2:28][CH2:29]1. The catalyst class is: 1. (6) Reactant: CS(O[CH:6]([CH3:15])[CH2:7][CH2:8][CH:9]1[CH2:14][CH2:13][CH2:12][CH2:11][CH2:10]1)(=O)=O.[C:16]1(=[O:26])[NH:20][C:19](=[O:21])[C:18]2=[CH:22][CH:23]=[CH:24][CH:25]=[C:17]12.C(=O)([O-])[O-].[K+].[K+]. Product: [CH:9]1([CH2:8][CH2:7][CH:6]([N:20]2[C:16](=[O:26])[C:17]3[C:18](=[CH:22][CH:23]=[CH:24][CH:25]=3)[C:19]2=[O:21])[CH3:15])[CH2:14][CH2:13][CH2:12][CH2:11][CH2:10]1. The catalyst class is: 3. (7) Reactant: [OH:1][CH2:2][CH:3]([N:8]1[CH:17]=[CH:16][C:15]2[C:10](=[CH:11][CH:12]=[CH:13][C:14]=2[N+:18]([O-])=O)[C:9]1=[O:21])[C:4]([O:6][CH3:7])=[O:5].CO. Product: [NH2:18][C:14]1[CH:13]=[CH:12][CH:11]=[C:10]2[C:15]=1[CH:16]=[CH:17][N:8]([CH:3]([CH2:2][OH:1])[C:4]([O:6][CH3:7])=[O:5])[C:9]2=[O:21]. The catalyst class is: 45. (8) Reactant: [Li]CCCC.CCCCCC.Br[C:13]1[CH:14]=[C:15]2[C:20](=[CH:21][CH:22]=1)[N:19]=[C:18]([O:23][CH3:24])[CH:17]=[C:16]2[C:25]1[CH:30]=[CH:29][CH:28]=[C:27]([Cl:31])[CH:26]=1.[I:32][C:33]1[CH:34]=[C:35]([CH:42]=[CH:43][CH:44]=1)[C:36](N(OC)C)=[O:37]. Product: [Cl:31][C:27]1[CH:26]=[C:25]([C:16]2[C:15]3[C:20](=[CH:21][CH:22]=[C:13]([C:36]([C:35]4[CH:42]=[CH:43][CH:44]=[C:33]([I:32])[CH:34]=4)=[O:37])[CH:14]=3)[N:19]=[C:18]([O:23][CH3:24])[CH:17]=2)[CH:30]=[CH:29][CH:28]=1. The catalyst class is: 49. (9) Reactant: [C:1]([O:5][C:6](=[O:20])[NH:7][CH2:8][CH2:9][NH:10][C:11]1[CH:16]=[CH:15][CH:14]=[CH:13][C:12]=1[N+:17]([O-])=O)([CH3:4])([CH3:3])[CH3:2].NN.[O-]S([O-])(=O)=O.[Mg+2]. Product: [C:1]([O:5][C:6](=[O:20])[NH:7][CH2:8][CH2:9][NH:10][C:11]1[CH:16]=[CH:15][CH:14]=[CH:13][C:12]=1[NH2:17])([CH3:4])([CH3:2])[CH3:3]. The catalyst class is: 94.